From a dataset of Reaction yield outcomes from USPTO patents with 853,638 reactions. Predict the reaction yield, written as a fraction of the theoretical maximum amount of product (1.0 means a 100% yield; for example, 0.34 means a 34% yield). (1) The reactants are [Cl:1][C:2]1[C:3]([OH:13])=[CH:4][C:5]([OH:12])=[C:6]([CH:11]=1)[C:7]([O:9][CH3:10])=[O:8].Cl[CH2:15][C:16]1[CH:21]=[CH:20][C:19]([O:22][CH3:23])=[CH:18][CH:17]=1.C([O-])([O-])=O.[K+].[K+]. The catalyst is CC(C)=O. The product is [Cl:1][C:2]1[C:3]([O:13][CH2:15][C:16]2[CH:21]=[CH:20][C:19]([O:22][CH3:23])=[CH:18][CH:17]=2)=[CH:4][C:5]([OH:12])=[C:6]([CH:11]=1)[C:7]([O:9][CH3:10])=[O:8]. The yield is 0.600. (2) The reactants are CI.[C:3]([O-])([O-])=O.[K+].[K+].[I:9][C:10]1[CH:11]=[CH:12][C:13]([O:19][CH3:20])=[C:14]([CH:18]=1)[C:15]([O-:17])=[O:16].C(OCC)(=O)C. The catalyst is CN(C=O)C. The product is [CH3:3][O:16][C:15](=[O:17])[C:14]1[CH:18]=[C:10]([I:9])[CH:11]=[CH:12][C:13]=1[O:19][CH3:20]. The yield is 0.880. (3) The reactants are Cl[C:2]1([Cl:14])[CH:7]=[C:6]([C:8]([F:11])([F:10])[F:9])[CH:5]=[CH:4][CH:3]1[NH:12][NH2:13].C(N(CCCC)CCCC)CCC.[Cl:28][C:29]1([Cl:38])[CH2:31][C:30]1([CH3:37])[C:32](Cl)=[N:33][CH2:34][CH3:35].[ClH:39]. The catalyst is C1(C)C=CC=CC=1.O. The product is [Cl:28][C:29]1([Cl:38])[CH2:31][C:30]1([CH3:37])[C:32](=[N:13][NH:12][C:3]1[C:2]([Cl:14])=[CH:7][C:6]([C:8]([F:9])([F:10])[F:11])=[CH:5][C:4]=1[Cl:39])[NH:33][CH2:34][CH3:35]. The yield is 0.850. (4) The reactants are [F:1][C:2]1[CH:3]=[CH:4][C:5]([O:25][CH3:26])=[C:6]([CH:24]=1)[CH2:7][N:8]([CH3:23])[C:9](=[O:22])[CH2:10][CH2:11][CH2:12][S:13][C:14]1[CH:19]=[CH:18][C:17]([O:20][CH3:21])=[CH:16][CH:15]=1.ClC1C=CC=C(C(OO)=[O:35])C=1.C([O-])(O)=O.[Na+]. The catalyst is ClCCl. The product is [F:1][C:2]1[CH:3]=[CH:4][C:5]([O:25][CH3:26])=[C:6]([CH:24]=1)[CH2:7][N:8]([CH3:23])[C:9](=[O:22])[CH2:10][CH2:11][CH2:12][S:13]([C:14]1[CH:15]=[CH:16][C:17]([O:20][CH3:21])=[CH:18][CH:19]=1)=[O:35]. The yield is 0.720.